This data is from Forward reaction prediction with 1.9M reactions from USPTO patents (1976-2016). The task is: Predict the product of the given reaction. Given the reactants [OH:1][C:2]1[CH:3]=[C:4]2[C:8](=[C:9]([N+:12]([O-:14])=[O:13])[C:10]=1[OH:11])[C:7](=[O:15])[CH2:6][CH2:5]2.[CH3:16][O:17][C:18]1[CH:19]=[C:20]([CH:23]=[CH:24][C:25]=1[O:26][CH3:27])[CH:21]=O.Cl, predict the reaction product. The product is: [CH3:16][O:17][C:18]1[CH:19]=[C:20]([CH:23]=[CH:24][C:25]=1[O:26][CH3:27])[CH:21]=[C:6]1[CH2:5][C:4]2[C:8](=[C:9]([N+:12]([O-:14])=[O:13])[C:10]([OH:11])=[C:2]([OH:1])[CH:3]=2)[C:7]1=[O:15].